From a dataset of Catalyst prediction with 721,799 reactions and 888 catalyst types from USPTO. Predict which catalyst facilitates the given reaction. (1) Reactant: [NH2:1][C:2]1[C:7]([CH3:8])=[CH:6][CH:5]=[CH:4][C:3]=1[NH:9][C:10]1[CH:15]=[CH:14][C:13]([NH:16][C:17](=[O:23])[O:18][C:19]([CH3:22])([CH3:21])[CH3:20])=[CH:12][CH:11]=1.[C:24](Cl)(=[O:29])[CH2:25][C:26](Cl)=[O:27].C(=O)([O-])O.[Na+].C(OCC)(=O)C. Product: [C:19]([O:18][C:17]([NH:16][C:13]1[CH:14]=[CH:15][C:10]([N:9]2[C:3]3[CH:4]=[CH:5][CH:6]=[C:7]([CH3:8])[C:2]=3[NH:1][C:26](=[O:27])[CH2:25][C:24]2=[O:29])=[CH:11][CH:12]=1)=[O:23])([CH3:20])([CH3:22])[CH3:21]. The catalyst class is: 1. (2) Reactant: [F:1][C:2]1[CH:3]=[C:4]([CH:7]=[CH:8][C:9]=1[OH:10])[CH:5]=[O:6].C([O-])([O-])=O.[K+].[K+].[CH2:17](Br)[C:18]1[CH:23]=[CH:22][CH:21]=[CH:20][CH:19]=1. Product: [CH2:17]([O:10][C:9]1[CH:8]=[CH:7][C:4]([CH:5]=[O:6])=[CH:3][C:2]=1[F:1])[C:18]1[CH:23]=[CH:22][CH:21]=[CH:20][CH:19]=1. The catalyst class is: 10. (3) Reactant: Cl.[OH:2][C:3]1[CH:8]=[CH:7][C:6]([C:9]2[N:14]=[C:13]3[N:15]([CH2:19][CH:20]4[CH2:24][CH2:23][CH2:22][NH:21]4)[C:16](=[O:18])[NH:17][C:12]3=[N:11][CH:10]=2)=[CH:5][CH:4]=1.Cl. Product: [OH:2][C:3]1[CH:4]=[CH:5][C:6]([C:9]2[N:14]=[C:13]3[N:15]([CH2:19][CH:20]4[CH2:24][CH2:23][CH2:22][NH:21]4)[C:16](=[O:18])[NH:17][C:12]3=[N:11][CH:10]=2)=[CH:7][CH:8]=1. The catalyst class is: 12. (4) Reactant: [CH3:1][C:2]1[C:6]([N+:7]([O-:9])=O)=[C:5]([CH3:10])[O:4][N:3]=1.N1CC[CH2:14][CH2:13][CH2:12]1.C(=O)CC. Product: [CH3:1][C:2]1[C:6]2=[N+:7]([O-:9])[C:13]([CH3:14])=[CH:12][CH:10]=[C:5]2[O:4][N:3]=1. The catalyst class is: 14. (5) Reactant: [OH-].[Na+].[C:3]1([C:9]2[N:10]=[CH:11][N:12]([C:14]3[C:19]([C:20]([O:22]CC)=[O:21])=[CH:18][CH:17]=[CH:16][N:15]=3)[CH:13]=2)[CH:8]=[CH:7][CH:6]=[CH:5][CH:4]=1. Product: [C:3]1([C:9]2[N:10]=[CH:11][N:12]([C:14]3[C:19]([C:20]([OH:22])=[O:21])=[CH:18][CH:17]=[CH:16][N:15]=3)[CH:13]=2)[CH:4]=[CH:5][CH:6]=[CH:7][CH:8]=1. The catalyst class is: 5. (6) Reactant: [CH3:1][N:2]1[CH:6]=[C:5]([C:7]2[CH:8]=[C:9]([C:13]3[N:18]=[CH:17][C:16]([C:19]4[CH:20]=[N:21][NH:22][CH:23]=4)=[CH:15][N:14]=3)[CH:10]=[CH:11][CH:12]=2)[CH:4]=[N:3]1.[H-].[Na+].C(=O)([O-])[O-].[Cs+].[Cs+].Br.Br[CH2:34][CH2:35][C:36]1[CH:41]=[CH:40][N:39]=[CH:38][CH:37]=1. Product: [CH3:1][N:2]1[CH:6]=[C:5]([C:7]2[CH:8]=[C:9]([C:13]3[N:14]=[CH:15][C:16]([C:19]4[CH:20]=[N:21][N:22]([CH2:34][CH2:35][C:36]5[CH:41]=[CH:40][N:39]=[CH:38][CH:37]=5)[CH:23]=4)=[CH:17][N:18]=3)[CH:10]=[CH:11][CH:12]=2)[CH:4]=[N:3]1. The catalyst class is: 44. (7) Reactant: Cl[C:2]1[C:7]([NH:8][C:9](=[O:15])[CH2:10][O:11]C(=O)C)=[C:6](Cl)[CH:5]=[C:4]([CH3:17])[N:3]=1.C1OCCOCCOCCOCCOCCOC1.O.[CH3:37][S-:38].[Na+].C[S:41]([CH3:43])=O. Product: [CH3:37][S:38][C:2]1[C:7]([NH:8][C:9](=[O:15])[CH2:10][OH:11])=[C:6]([S:41][CH3:43])[CH:5]=[C:4]([CH3:17])[N:3]=1. The catalyst class is: 22.